From a dataset of Catalyst prediction with 721,799 reactions and 888 catalyst types from USPTO. Predict which catalyst facilitates the given reaction. Reactant: CI.[CH3:3][O:4][C:5](=[O:16])[C:6]1[C:7](=[CH:9][CH:10]=[C:11]([C:13](=[O:15])[CH3:14])[CH:12]=1)[OH:8].[C:17](=O)([O-])[O-].[Na+].[Na+].Cl. Product: [CH3:3][O:4][C:5](=[O:16])[C:6]1[CH:12]=[C:11]([C:13](=[O:15])[CH3:14])[CH:10]=[CH:9][C:7]=1[O:8][CH3:17]. The catalyst class is: 145.